This data is from Catalyst prediction with 721,799 reactions and 888 catalyst types from USPTO. The task is: Predict which catalyst facilitates the given reaction. (1) Reactant: [NH2:1][C@H:2]([C:8]([OH:10])=[O:9])[CH2:3][CH2:4][CH2:5][CH2:6][NH2:7].[OH-:11].[Na+].C(=O)(O)[O-].[Na+].F[C:19]1[CH:24]=[CH:23][C:22]([N+:25]([O-:27])=[O:26])=[CH:21][CH:20]=1. Product: [N+:25]([C:22]1[CH:23]=[CH:24][C:19]([NH:1][CH:2]([CH2:3][CH2:4][CH2:5][CH2:6][NH:7][C:19]2[CH:24]=[CH:23][C:22]([N+:25]([O-:26])=[O:11])=[CH:21][CH:20]=2)[C:8]([OH:10])=[O:9])=[CH:20][CH:21]=1)([O-:27])=[O:26]. The catalyst class is: 97. (2) Reactant: O[CH2:2][C:3]1[CH:4]=[C:5]([CH:10]=[C:11]([CH3:13])[CH:12]=1)[C:6]([O:8][CH3:9])=[O:7].C(N(CC)CC)C.CS(Cl)(=O)=O.[CH3:26][NH:27][CH2:28][CH:29]([CH3:31])[CH3:30]. Product: [CH2:28]([N:27]([CH2:2][C:3]1[CH:4]=[C:5]([CH:10]=[C:11]([CH3:13])[CH:12]=1)[C:6]([O:8][CH3:9])=[O:7])[CH3:26])[CH:29]([CH3:31])[CH3:30]. The catalyst class is: 2. (3) Reactant: Cl.[O:2]1[C:6]2([CH2:11][CH2:10][CH:9]([CH:12]([NH2:15])[CH2:13][CH3:14])[CH2:8][CH2:7]2)[O:5][CH2:4][CH2:3]1.[CH3:16][S:17](Cl)(=[O:19])=[O:18]. Product: [O:2]1[C:6]2([CH2:11][CH2:10][CH:9]([CH:12]([NH:15][S:17]([CH3:16])(=[O:19])=[O:18])[CH2:13][CH3:14])[CH2:8][CH2:7]2)[O:5][CH2:4][CH2:3]1. The catalyst class is: 4. (4) Reactant: [Cl-:1].[NH4+:2].C[Al](C)C.[Br:7][C:8]1[CH:9]=[C:10]([CH:13]=[CH:14][CH:15]=1)[C:11]#[N:12].CO. Product: [ClH:1].[Br:7][C:8]1[CH:9]=[C:10]([C:11](=[NH:2])[NH2:12])[CH:13]=[CH:14][CH:15]=1. The catalyst class is: 345. (5) Reactant: [CH3:1][N:2]([CH3:29])[C:3]1[N:8]=[CH:7][C:6]([C:9]2[C:22]3[C:17](=[CH:18][C:19]([O:25][CH2:26][CH3:27])=[C:20]([O:23][CH3:24])[CH:21]=3)[C@@H:16]3[C@@H:11]([CH2:12][CH2:13][C@@H:14]([OH:28])[CH2:15]3)[N:10]=2)=[CH:5][N:4]=1.[O:30]=[C:31]([CH2:35][CH2:36][C:37]([OH:39])=[O:38])[C:32](O)=[O:33]. Product: [O:30]=[C:31]([CH2:35][CH2:36][C:37]([OH:39])=[O:38])[C:32]([O:28][C@@H:14]1[CH2:13][CH2:12][C@@H:11]2[C@@H:16]([C:17]3[C:22]([C:9]([C:6]4[CH:7]=[N:8][C:3]([N:2]([CH3:1])[CH3:29])=[N:4][CH:5]=4)=[N:10]2)=[CH:21][C:20]([O:23][CH3:24])=[C:19]([O:25][CH2:26][CH3:27])[CH:18]=3)[CH2:15]1)=[O:33]. The catalyst class is: 4. (6) Reactant: [F:1][C:2]1([F:35])[CH2:7][CH2:6][N:5]([CH2:8][C:9]2[CH:14]=[CH:13][C:12]([C:15]([F:18])([F:17])[F:16])=[CH:11][CH:10]=2)[CH:4]([C:19]([NH:21][C:22]2([C:25]3[CH:34]=[CH:33][C:28]([C:29]([O:31]C)=[O:30])=[CH:27][CH:26]=3)[CH2:24][CH2:23]2)=[O:20])[CH2:3]1.O. Product: [F:35][C:2]1([F:1])[CH2:7][CH2:6][N:5]([CH2:8][C:9]2[CH:14]=[CH:13][C:12]([C:15]([F:18])([F:17])[F:16])=[CH:11][CH:10]=2)[CH:4]([C:19]([NH:21][C:22]2([C:25]3[CH:26]=[CH:27][C:28]([C:29]([OH:31])=[O:30])=[CH:33][CH:34]=3)[CH2:24][CH2:23]2)=[O:20])[CH2:3]1. The catalyst class is: 12. (7) Reactant: [CH3:1][O:2][C:3]1[CH:8]=[CH:7][CH:6]=[CH:5][C:4]=1[C:9]1[N:10]([C:15]2[CH:20]=[CH:19][C:18]([CH3:21])=[CH:17][CH:16]=2)[C:11](=[S:14])[NH:12][N:13]=1.[CH:22]([C:24]1[CH:29]=[CH:28][N:27]=[CH:26][CH:25]=1)=[CH2:23].C(OCC)(=O)C.CCCCCC. Product: [CH3:1][O:2][C:3]1[CH:8]=[CH:7][CH:6]=[CH:5][C:4]=1[C:9]1[N:10]([C:15]2[CH:16]=[CH:17][C:18]([CH3:21])=[CH:19][CH:20]=2)[C:11](=[S:14])[N:12]([CH2:23][CH2:22][C:24]2[CH:29]=[CH:28][N:27]=[CH:26][CH:25]=2)[N:13]=1. The catalyst class is: 8. (8) Reactant: [F:1][C:2]1[CH:32]=[CH:31][C:5]([C:6]([NH:8][CH2:9][C:10]2([C:27]([F:30])([F:29])[F:28])[C:15]3[CH:16]=[C:17]([N:20]4[CH2:24][CH2:23][O:22][C:21]4=[O:25])[CH:18]=[CH:19][C:14]=3[NH:13][C:12](=[O:26])[O:11]2)=[O:7])=[CH:4][CH:3]=1.CCCCCC. Product: [F:1][C:2]1[CH:32]=[CH:31][C:5]([C:6]([NH:8][CH2:9][C@:10]2([C:27]([F:29])([F:28])[F:30])[C:15]3[CH:16]=[C:17]([N:20]4[CH2:24][CH2:23][O:22][C:21]4=[O:25])[CH:18]=[CH:19][C:14]=3[NH:13][C:12](=[O:26])[O:11]2)=[O:7])=[CH:4][CH:3]=1. The catalyst class is: 8. (9) Reactant: [CH2:1]([O:3][C:4]([N:6]1[CH2:20][CH2:19][C:9]2[C:10]3[C:15](Cl)=[N:14][C:13]([CH3:17])=[N:12][C:11]=3[S:18][C:8]=2[CH2:7]1)=[O:5])[CH3:2].[H][H]. Product: [CH2:1]([O:3][C:4]([N:6]1[CH2:20][CH2:19][C:9]2[C:10]3[CH:15]=[N:14][C:13]([CH3:17])=[N:12][C:11]=3[S:18][C:8]=2[CH2:7]1)=[O:5])[CH3:2]. The catalyst class is: 43.